Dataset: Reaction yield outcomes from USPTO patents with 853,638 reactions. Task: Predict the reaction yield, written as a fraction of the theoretical maximum amount of product (1.0 means a 100% yield; for example, 0.34 means a 34% yield). The reactants are [OH-].[Na+].[F:3][C:4]1[CH:9]=[CH:8][C:7]([CH:10]([CH2:20][C:21]([O:23]C)=[O:22])[CH:11](C(OC)=O)[C:12]([O:14]C)=[O:13])=[CH:6][CH:5]=1. The catalyst is CO. The product is [F:3][C:4]1[CH:9]=[CH:8][C:7]([CH:10]([CH2:20][C:21]([OH:23])=[O:22])[CH2:11][C:12]([OH:14])=[O:13])=[CH:6][CH:5]=1. The yield is 0.930.